From a dataset of Catalyst prediction with 721,799 reactions and 888 catalyst types from USPTO. Predict which catalyst facilitates the given reaction. (1) Reactant: [OH:1][C:2]1[N:10]=[C:9]([CH3:11])[CH:8]=[CH:7][C:3]=1[C:4](O)=[O:5].O1CCCC1.[H-].[Al+3].[Li+].[H-].[H-].[H-].[O-2].[Na+].[Na+]. Product: [OH:1][C:2]1[C:3]([CH2:4][OH:5])=[CH:7][CH:8]=[C:9]([CH3:11])[N:10]=1. The catalyst class is: 6. (2) Reactant: C=O.[BH3-][C:4]#[N:5].[Na+].[Cl:7][C:8]1[CH:9]=[C:10]([CH2:15][C:16]([N:18]2[CH:27]3[CH:22]([CH2:23][CH2:24][CH2:25][CH:26]3[N:28]3[CH2:32][CH2:31][CH2:30][CH2:29]3)N[CH2:20][CH2:19]2)=[O:17])[CH:11]=[CH:12][C:13]=1[Cl:14].C([O-])([O-])=O.[Na+].[Na+]. Product: [Cl:7][C:8]1[CH:9]=[C:10]([CH2:15][C:16]([N:18]2[CH:27]3[CH:22]([CH2:23][CH2:24][CH2:25][CH:26]3[N:28]3[CH2:32][CH2:31][CH2:30][CH2:29]3)[N:5]([CH3:4])[CH2:20][CH2:19]2)=[O:17])[CH:11]=[CH:12][C:13]=1[Cl:14]. The catalyst class is: 130. (3) Reactant: [NH2:1][CH:2]([C:4]1[N:9]=[C:8]2[CH:10]=[CH:11][N:12]([CH3:13])[C:7]2=[CH:6][C:5]=1[N:14]1[CH2:17][CH:16]([OH:18])[CH2:15]1)[CH3:3].[Cl:19][C:20]1[C:21]([NH2:28])=[N:22][C:23]([NH2:27])=[N:24][C:25]=1Cl.CCN(CC)CC. Product: [NH2:27][C:23]1[N:24]=[C:25]([NH:1][CH:2]([C:4]2[N:9]=[C:8]3[CH:10]=[CH:11][N:12]([CH3:13])[C:7]3=[CH:6][C:5]=2[N:14]2[CH2:17][CH:16]([OH:18])[CH2:15]2)[CH3:3])[C:20]([Cl:19])=[C:21]([NH2:28])[N:22]=1. The catalyst class is: 47. (4) Reactant: [Cl:1][C:2]1[C:7]([N+:8]([O-:10])=[O:9])=[C:6](Cl)[C:5]([CH3:12])=[C:4]([CH3:13])[N:3]=1.C(N(CC)CC)C.[NH2:21][C@H:22]([CH2:24][OH:25])[CH3:23]. The catalyst class is: 3. Product: [Cl:1][C:2]1[C:7]([N+:8]([O-:10])=[O:9])=[C:6]([NH:21][C@@H:22]([CH3:23])[CH2:24][OH:25])[C:5]([CH3:12])=[C:4]([CH3:13])[N:3]=1. (5) Reactant: [Cl:1][C:2]1[CH:7]=[C:6]([Cl:8])[CH:5]=[C:4]([Cl:9])[C:3]=1[N:10]=[C:11]=[O:12].[NH2:13][C:14]1[CH:19]=[C:18]([Cl:20])[CH:17]=[CH:16][C:15]=1[C:21]([NH:23][C@@H:24]([CH:29]1[CH2:34][CH2:33][CH2:32][CH2:31][CH2:30]1)[C:25]([O:27][CH3:28])=[O:26])=[O:22]. Product: [Cl:20][C:18]1[CH:17]=[CH:16][C:15]([C:21]([NH:23][C@@H:24]([CH:29]2[CH2:34][CH2:33][CH2:32][CH2:31][CH2:30]2)[C:25]([O:27][CH3:28])=[O:26])=[O:22])=[C:14]([NH:13][C:11]([NH:10][C:3]2[C:2]([Cl:1])=[CH:7][C:6]([Cl:8])=[CH:5][C:4]=2[Cl:9])=[O:12])[CH:19]=1. The catalyst class is: 17. (6) Reactant: [Cl:1][C:2]1[CH:7]=[CH:6][C:5]([C:8](=[CH:12][C:13]2[CH:18]=[CH:17][C:16]([Cl:19])=[CH:15][C:14]=2[Cl:20])[C:9](=O)[CH3:10])=[CH:4][CH:3]=1.CO[C:23](=[NH:25])[NH2:24].C[C:27](C)([O-:29])C.[K+].[CH3:32]S(C)=O. Product: [Cl:1][C:2]1[CH:7]=[CH:6][C:5]([C:8]2[C:12]([C:13]3[CH:18]=[CH:17][C:16]([Cl:19])=[CH:15][C:14]=3[Cl:20])=[N:25][C:23]([CH2:32][O:29][CH3:27])=[N:24][C:9]=2[CH3:10])=[CH:4][CH:3]=1. The catalyst class is: 28.